Dataset: Reaction yield outcomes from USPTO patents with 853,638 reactions. Task: Predict the reaction yield, written as a fraction of the theoretical maximum amount of product (1.0 means a 100% yield; for example, 0.34 means a 34% yield). The reactants are [Cl:1][C:2]1[CH:3]=[C:4]2[CH:10]=[CH:9][NH:8][C:5]2=[N:6][CH:7]=1.Cl.[CH3:12][NH:13][CH3:14].[CH2:15]=O. The catalyst is C(O)(C)C. The product is [Cl:1][C:2]1[CH:3]=[C:4]2[C:10]([CH2:12][N:13]([CH3:15])[CH3:14])=[CH:9][NH:8][C:5]2=[N:6][CH:7]=1. The yield is 0.910.